From a dataset of Catalyst prediction with 721,799 reactions and 888 catalyst types from USPTO. Predict which catalyst facilitates the given reaction. (1) Reactant: [C:1]([C:3]1[CH:8]=[CH:7][CH:6]=[CH:5][C:4]=1[S:9](Cl)(=[O:11])=[O:10])#[N:2].C(N(CC)CC)C.Cl.[F:21][C:22]([F:30])([F:29])[CH:23]1[CH2:28][CH2:27][NH:26][CH2:25][CH2:24]1. Product: [F:21][C:22]([F:30])([F:29])[CH:23]1[CH2:28][CH2:27][N:26]([S:9]([C:4]2[CH:5]=[CH:6][CH:7]=[CH:8][C:3]=2[C:1]#[N:2])(=[O:11])=[O:10])[CH2:25][CH2:24]1. The catalyst class is: 1. (2) Reactant: [C:1]12([NH:11][CH2:12][C:13]3[S:14][CH:15]=[CH:16][N:17]=3)[CH2:10][CH:5]3[CH2:6][CH:7]([CH2:9][CH:3]([CH2:4]3)[CH2:2]1)[CH2:8]2.[Li]CCCC.C(Br)(Br)(Br)[Br:24]. Product: [C:1]12([NH:11][CH2:12][C:13]3[S:14][C:15]([Br:24])=[CH:16][N:17]=3)[CH2:10][CH:5]3[CH2:4][CH:3]([CH2:9][CH:7]([CH2:6]3)[CH2:8]1)[CH2:2]2. The catalyst class is: 1. (3) The catalyst class is: 10. Product: [C:1]([C:4]1[C:22](=[O:23])[C@@:8]2([CH3:24])[C:9]3[C:15]([OH:16])=[CH:14][C:13]([O:17][CH3:18])=[C:12]([C:19]([NH:21][CH2:29][C:28]4[C:31]([CH3:41])=[CH:32][C:33]([O:35][CH2:36][C:37]#[C:38][CH2:39][CH3:40])=[CH:34][C:27]=4[CH3:26])=[O:20])[C:10]=3[O:11][C:7]2=[CH:6][C:5]=1[OH:25])(=[O:3])[CH3:2]. Reactant: [C:1]([C:4]1[C:22](=[O:23])[C@@:8]2([CH3:24])[C:9]3[C:15]([OH:16])=[CH:14][C:13]([O:17][CH3:18])=[C:12]([C:19]([NH2:21])=[O:20])[C:10]=3[O:11][C:7]2=[CH:6][C:5]=1[OH:25])(=[O:3])[CH3:2].[CH3:26][C:27]1[CH:34]=[C:33]([O:35][CH2:36][C:37]#[C:38][CH2:39][CH3:40])[CH:32]=[C:31]([CH3:41])[C:28]=1[CH:29]=O.C([SiH](CC)CC)C.FC(F)(F)C(O)=O. (4) Reactant: C(=O)([O-])[O-].[K+].[K+].[Cl:7][C:8]1[CH:9]=[C:10]([OH:15])[CH:11]=[CH:12][C:13]=1[Cl:14].Br[CH2:17][C:18]1[CH:25]=[CH:24][C:21]([C:22]#[N:23])=[C:20]([F:26])[CH:19]=1. Product: [Cl:7][C:8]1[CH:9]=[C:10]([CH:11]=[CH:12][C:13]=1[Cl:14])[O:15][CH2:17][C:18]1[CH:25]=[CH:24][C:21]([C:22]#[N:23])=[C:20]([F:26])[CH:19]=1. The catalyst class is: 21. (5) Reactant: O[CH:2]1[CH:6]2[O:7][C:8](=[O:18])[CH:9]3[CH:10]([C:11]([O:13][C:14]([CH3:17])([CH3:16])[CH3:15])=[O:12])[CH:3]1[CH2:4][CH:5]23.C(N(CC)CC)C.[C:26](Cl)(=[O:30])[C:27]([CH3:29])=[CH2:28].C(=O)([O-])O.[Na+]. Product: [C:26]([CH:2]1[CH:6]2[O:7][C:8](=[O:18])[CH:9]3[CH:10]([C:11]([O:13][C:14]([CH3:16])([CH3:15])[CH3:17])=[O:12])[CH:3]1[CH2:4][CH:5]23)(=[O:30])[C:27]([CH3:29])=[CH2:28]. The catalyst class is: 10. (6) Reactant: C([Li])CCC.CCCCCC.Br[C:13]1[C:14]([O:29][CH2:30][CH2:31]Br)=[C:15]([C:20]2([CH3:28])[O:25]CC(C)(C)CO2)[CH:16]=[C:17]([Cl:19])[CH:18]=1. Product: [C:20]([C:15]1[C:14]2[O:29][CH2:30][CH2:31][C:13]=2[CH:18]=[C:17]([Cl:19])[CH:16]=1)(=[O:25])[CH3:28]. The catalyst class is: 30.